This data is from Catalyst prediction with 721,799 reactions and 888 catalyst types from USPTO. The task is: Predict which catalyst facilitates the given reaction. (1) Reactant: [H-].[Na+].C(OP([CH:11]([CH3:17])[C:12]([O:14][CH2:15][CH3:16])=[O:13])(OCC)=O)C.[Br:18][C:19]1[CH:20]=[CH:21][C:22]([N:27]2[CH2:31][CH2:30][CH:29]([CH3:32])[CH2:28]2)=[C:23]([CH:26]=1)[CH:24]=O.O. Product: [Br:18][C:19]1[CH:20]=[CH:21][C:22]([N:27]2[CH2:31][CH2:30][CH:29]([CH3:32])[CH2:28]2)=[C:23](/[CH:24]=[C:11](\[CH3:17])/[C:12]([O:14][CH2:15][CH3:16])=[O:13])[CH:26]=1. The catalyst class is: 11. (2) Reactant: [CH3:1][C:2]1([CH3:47])[C:14](/[CH:15]=C/C=C/C=C/C=C2\C(C)(C)C3C4C=CC=CC=4C=CC=3N\2CCC(O)=O)=[N+:13]([CH2:42][CH2:43][C:44]([OH:46])=[O:45])[C:12]2[CH:11]=[CH:10][C:9]3[CH:8]=[CH:7][CH:6]=[CH:5][C:4]=3[C:3]1=2.[Br-].CC1(C)C2C3C=CC=CC=3C=CC=2N=C1C.BrCCC(O)=O. Product: [CH3:1][C:2]1([CH3:47])[C:3]2[C:4]3[CH:5]=[CH:6][CH:7]=[CH:8][C:9]=3[CH:10]=[CH:11][C:12]=2[N:13]([CH2:42][CH2:43][C:44]([OH:46])=[O:45])[CH:14]1[CH3:15]. The catalyst class is: 262.